From a dataset of Catalyst prediction with 721,799 reactions and 888 catalyst types from USPTO. Predict which catalyst facilitates the given reaction. (1) Reactant: Cl.[NH2:2][C@@H:3]([CH2:6][C:7]1[CH:12]=[CH:11][C:10]([O:13][C:14]2[C:19]([N+:20]([O-:22])=[O:21])=[CH:18][CH:17]=[CH:16][N:15]=2)=[CH:9][CH:8]=1)[CH2:4][OH:5].[O:23]1[C@H:25]([CH2:26][O:27][C:28]2[CH:33]=[CH:32][CH:31]=[CH:30][CH:29]=2)[CH2:24]1.C(N(CC)C(C)C)(C)C. Product: [OH:23][C@H:25]([CH2:26][O:27][C:28]1[CH:33]=[CH:32][CH:31]=[CH:30][CH:29]=1)[CH2:24][NH:2][C@@H:3]([CH2:6][C:7]1[CH:8]=[CH:9][C:10]([O:13][C:14]2[C:19]([N+:20]([O-:22])=[O:21])=[CH:18][CH:17]=[CH:16][N:15]=2)=[CH:11][CH:12]=1)[CH2:4][OH:5]. The catalyst class is: 8. (2) Reactant: CO.C[O:4][C:5]([C@@H:7]1[CH:11]=[CH:10][CH2:9][N:8]1[C:12]([O:14][CH2:15][C:16]1[CH:21]=[CH:20][CH:19]=[CH:18][CH:17]=1)=[O:13])=O.[BH4-].[Li+].O. Product: [CH2:15]([O:14][C:12]([N:8]1[CH2:9][CH:10]=[CH:11][C@H:7]1[CH2:5][OH:4])=[O:13])[C:16]1[CH:21]=[CH:20][CH:19]=[CH:18][CH:17]=1. The catalyst class is: 1.